Task: Predict the reaction yield, written as a fraction of the theoretical maximum amount of product (1.0 means a 100% yield; for example, 0.34 means a 34% yield).. Dataset: Reaction yield outcomes from USPTO patents with 853,638 reactions The reactants are [CH2:1]([N:9]1[C:21](=[O:22])[C:13]2[NH:14][C:15]3[CH:16]=[CH:17][CH:18]=[CH:19][C:20]=3[C:12]=2[NH:11][C:10]1=[S:23])[CH2:2][C:3]1[CH:8]=[CH:7][CH:6]=[CH:5][CH:4]=1.[OH-].[K+].Cl[CH2:27][C:28]([OH:30])=[O:29]. The catalyst is CCO. The product is [O:22]=[C:21]1[C:13]2[NH:14][C:15]3[CH:16]=[CH:17][CH:18]=[CH:19][C:20]=3[C:12]=2[N:11]=[C:10]([S:23][CH2:27][C:28]([OH:30])=[O:29])[N:9]1[CH2:1][CH2:2][C:3]1[CH:4]=[CH:5][CH:6]=[CH:7][CH:8]=1. The yield is 0.500.